This data is from Peptide-MHC class II binding affinity with 134,281 pairs from IEDB. The task is: Regression. Given a peptide amino acid sequence and an MHC pseudo amino acid sequence, predict their binding affinity value. This is MHC class II binding data. (1) The peptide sequence is LAVGGVLLFLSVNVHA. The MHC is DRB1_0101 with pseudo-sequence DRB1_0101. The binding affinity (normalized) is 0.517. (2) The peptide sequence is EKKYFAATQFEPLTA. The MHC is HLA-DPA10201-DPB10101 with pseudo-sequence HLA-DPA10201-DPB10101. The binding affinity (normalized) is 1.00.